Dataset: Full USPTO retrosynthesis dataset with 1.9M reactions from patents (1976-2016). Task: Predict the reactants needed to synthesize the given product. (1) Given the product [NH2:1][C:2]1([C:8]2[CH:13]=[CH:12][CH:11]=[CH:10][CH:9]=2)[CH2:7][CH2:6][N:5]([CH2:27][CH2:26][CH2:25][C:19]2[NH:18][C:17](=[O:29])[C:16]3[C:21](=[CH:22][CH:23]=[CH:24][C:15]=3[Cl:14])[N:20]=2)[CH2:4][CH2:3]1, predict the reactants needed to synthesize it. The reactants are: [NH2:1][C:2]1([C:8]2[CH:13]=[CH:12][CH:11]=[CH:10][CH:9]=2)[CH2:7][CH2:6][NH:5][CH2:4][CH2:3]1.[Cl:14][C:15]1[C:16]2[C:17](=[O:29])[N:18]3[CH:27](O)[CH2:26][CH2:25][C:19]3=[N:20][C:21]=2[CH:22]=[CH:23][CH:24]=1.[BH3-]C#N.[Na+].CC(O)=O. (2) Given the product [I:10][C:8]1[CH:7]=[C:6]([CH3:11])[C:5]([O:12][CH3:20])=[C:4]([CH:9]=1)[C:3]([O:2][CH3:1])=[O:13], predict the reactants needed to synthesize it. The reactants are: [CH3:1][O:2][C:3](=[O:13])[C:4]1[CH:9]=[C:8]([I:10])[CH:7]=[C:6]([CH3:11])[C:5]=1[OH:12].[OH-].[Na+].S(OC)(O[CH3:20])(=O)=O. (3) Given the product [F:16][C:13]1[CH:14]=[CH:15][C:10]([C:8]2[N:9]=[C:5]([CH2:4][C:3]3[CH:21]=[CH:22][CH:23]=[CH:24][C:2]=3[C:31]3[CH:30]=[CH:29][CH:28]=[C:27]([O:26][CH3:25])[CH:32]=3)[S:6][C:7]=2[CH2:17][C:18]([OH:20])=[O:19])=[CH:11][CH:12]=1, predict the reactants needed to synthesize it. The reactants are: Br[C:2]1[CH:24]=[CH:23][CH:22]=[CH:21][C:3]=1[CH2:4][C:5]1[S:6][C:7]([CH2:17][C:18]([OH:20])=[O:19])=[C:8]([C:10]2[CH:15]=[CH:14][C:13]([F:16])=[CH:12][CH:11]=2)[N:9]=1.[CH3:25][O:26][C:27]1[CH:28]=[C:29](B(O)O)[CH:30]=[CH:31][CH:32]=1. (4) Given the product [ClH:1].[CH2:25]([N:24]([CH3:23])[CH2:2][CH2:3][CH2:4][CH:5]1[O:10][C:9]2[CH:11]=[CH:12][CH:13]=[CH:14][C:8]=2[N:7]([C:15]2[CH:20]=[CH:19][CH:18]=[CH:17][CH:16]=2)[S:6]1(=[O:22])=[O:21])[C:26]1[CH:31]=[CH:30][CH:29]=[CH:28][CH:27]=1, predict the reactants needed to synthesize it. The reactants are: [Cl:1][CH2:2][CH2:3][CH2:4][CH:5]1[O:10][C:9]2[CH:11]=[CH:12][CH:13]=[CH:14][C:8]=2[N:7]([C:15]2[CH:20]=[CH:19][CH:18]=[CH:17][CH:16]=2)[S:6]1(=[O:22])=[O:21].[CH3:23][NH:24][CH2:25][C:26]1[CH:31]=[CH:30][CH:29]=[CH:28][CH:27]=1.